This data is from Reaction yield outcomes from USPTO patents with 853,638 reactions. The task is: Predict the reaction yield, written as a fraction of the theoretical maximum amount of product (1.0 means a 100% yield; for example, 0.34 means a 34% yield). (1) The reactants are [OH-].[Na+].[OH:3][CH2:4][C:5]1[CH:6]=[C:7]([C:11]2[CH:20]=[C:19]([C:21]([NH:23][C:24]3[C:34]([CH3:35])=[CH:33][C:27]([C:28]([O:30]CC)=[O:29])=[CH:26][C:25]=3[CH3:36])=[O:22])[C:18]3[C:13](=[CH:14][CH:15]=[CH:16][CH:17]=3)[N:12]=2)[CH:8]=[CH:9][CH:10]=1.Cl. The catalyst is C1COCC1.CO. The product is [OH:3][CH2:4][C:5]1[CH:6]=[C:7]([C:11]2[CH:20]=[C:19]([C:21]([NH:23][C:24]3[C:25]([CH3:36])=[CH:26][C:27]([C:28]([OH:30])=[O:29])=[CH:33][C:34]=3[CH3:35])=[O:22])[C:18]3[C:13](=[CH:14][CH:15]=[CH:16][CH:17]=3)[N:12]=2)[CH:8]=[CH:9][CH:10]=1. The yield is 0.849. (2) The reactants are [C:1]([O:5][C:6](=[O:24])[CH2:7][CH2:8][C:9]1[CH:14]=[CH:13][C:12]([OH:15])=[CH:11][C:10]=1[CH2:16][NH:17][C:18]([O:20][CH:21]([CH3:23])[CH3:22])=[O:19])(C)(C)C.C(C(O)=O)(F)(F)F.O. The catalyst is C(Cl)Cl. The product is [CH3:1][O:5][C:6](=[O:24])[CH2:7][CH2:8][C:9]1[CH:14]=[CH:13][C:12]([OH:15])=[CH:11][C:10]=1[CH2:16][NH:17][C:18]([O:20][CH:21]([CH3:22])[CH3:23])=[O:19]. The yield is 0.860.